This data is from Forward reaction prediction with 1.9M reactions from USPTO patents (1976-2016). The task is: Predict the product of the given reaction. Given the reactants Br[C:2]1[CH:3]=[CH:4][C:5]([N:8]([CH3:10])[CH3:9])=[N:6][CH:7]=1.[Li]CCCC.[B:16](OC(C)C)([O:21]C(C)C)[O:17]C(C)C.CO, predict the reaction product. The product is: [CH3:9][N:8]([CH3:10])[C:5]1[N:6]=[CH:7][C:2]([B:16]([OH:21])[OH:17])=[CH:3][CH:4]=1.